From a dataset of Full USPTO retrosynthesis dataset with 1.9M reactions from patents (1976-2016). Predict the reactants needed to synthesize the given product. (1) Given the product [Br:7][C:8]1[CH:9]=[CH:10][C:11]([O:17][CH2:18][C:19]2[CH:20]=[CH:21][CH:22]=[CH:23][CH:24]=2)=[C:12]([CH:16]=1)[C:13]([NH:6][C:4]1[CH:5]=[N:1][NH:2][CH:3]=1)=[O:14], predict the reactants needed to synthesize it. The reactants are: [NH:1]1[CH:5]=[C:4]([NH2:6])[CH:3]=[N:2]1.[Br:7][C:8]1[CH:9]=[CH:10][C:11]([O:17][CH2:18][C:19]2[CH:24]=[CH:23][CH:22]=[CH:21][CH:20]=2)=[C:12]([CH:16]=1)[C:13](O)=[O:14].C(Cl)CCl.C1C=CC2N(O)N=NC=2C=1. (2) Given the product [C:23]([C:6]1[C:5]([OH:27])=[C:4]([C:9]([CH3:10])=[C:8]([C:11]2[N:15]=[C:14]([C:16]3[CH:17]=[CH:18][C:19]([Cl:22])=[CH:20][CH:21]=3)[O:13][N:12]=2)[CH:7]=1)[C:3]([OH:29])=[O:2])([CH3:26])([CH3:25])[CH3:24], predict the reactants needed to synthesize it. The reactants are: C[O:2][C:3](=[O:29])[C:4]1[C:9]([CH3:10])=[C:8]([C:11]2[N:15]=[C:14]([C:16]3[CH:21]=[CH:20][C:19]([Cl:22])=[CH:18][CH:17]=3)[O:13][N:12]=2)[CH:7]=[C:6]([C:23]([CH3:26])([CH3:25])[CH3:24])[C:5]=1[O:27]C.B(Cl)(Cl)Cl.O.[OH-].[Li+]. (3) Given the product [CH2:11]([C:15]1[S:19][C:18]2[CH:20]=[CH:21][CH:22]=[CH:23][C:17]=2[C:16]=1[S:6]([Cl:10])(=[O:8])=[O:7])[CH2:12][CH2:13][CH3:14], predict the reactants needed to synthesize it. The reactants are: CN(C=O)C.[S:6]([Cl:10])(Cl)(=[O:8])=[O:7].[CH2:11]([C:15]1[S:19][C:18]2[CH:20]=[CH:21][CH:22]=[CH:23][C:17]=2[CH:16]=1)[CH2:12][CH2:13][CH3:14]. (4) Given the product [F:1][C:2]1[CH:8]=[CH:7][C:5]([NH:6][CH:24]([CH3:25])[CH2:21][C:20]([O:23][C:18]([CH3:17])([CH3:19])[CH3:38])=[O:22])=[CH:4][CH:3]=1, predict the reactants needed to synthesize it. The reactants are: [F:1][C:2]1[CH:8]=[CH:7][C:5]([NH2:6])=[CH:4][CH:3]=1.C(OC[CH2:17][CH2:18][CH3:19])(=O)CC(C)=O.[C:20]([OH:23])(=[O:22])[CH3:21].[C:24](O[BH-](OC(=O)C)OC(=O)C)(=O)[CH3:25].[Na+].[C:38]([O-])(O)=O.[Na+]. (5) Given the product [S:1]1[CH:5]=[CH:4][N:3]=[C:2]1[C:11]1([OH:15])[CH2:14][CH2:13][CH2:12]1, predict the reactants needed to synthesize it. The reactants are: [S:1]1[CH:5]=[CH:4][N:3]=[CH:2]1.C([Li])CCC.[C:11]1(=[O:15])[CH2:14][CH2:13][CH2:12]1. (6) Given the product [Si:27]([O:34][C@H:35]1[CH2:39][CH2:38][N:37]([CH2:2][CH2:3][O:4][C:5]2[CH:10]=[CH:9][C:8]([N:11]3[CH:16]=[CH:15][C:14]([O:17][CH2:18][C:19]4[CH:24]=[CH:23][C:22]([Cl:25])=[CH:21][N:20]=4)=[CH:13][C:12]3=[O:26])=[CH:7][CH:6]=2)[CH2:36]1)([C:30]([CH3:33])([CH3:32])[CH3:31])([CH3:29])[CH3:28], predict the reactants needed to synthesize it. The reactants are: Br[CH2:2][CH2:3][O:4][C:5]1[CH:10]=[CH:9][C:8]([N:11]2[CH:16]=[CH:15][C:14]([O:17][CH2:18][C:19]3[CH:24]=[CH:23][C:22]([Cl:25])=[CH:21][N:20]=3)=[CH:13][C:12]2=[O:26])=[CH:7][CH:6]=1.[Si:27]([O:34][C@H:35]1[CH2:39][CH2:38][NH:37][CH2:36]1)([C:30]([CH3:33])([CH3:32])[CH3:31])([CH3:29])[CH3:28].C(N(C(C)C)C(C)C)C.CN(C=O)C. (7) Given the product [CH3:10][P:8]([C:5]1[CH:6]=[CH:7][C:2]([B:15]2[O:16][C:17]([CH3:19])([CH3:18])[C:13]([CH3:29])([CH3:12])[O:14]2)=[CH:3][CH:4]=1)([CH3:11])=[O:9], predict the reactants needed to synthesize it. The reactants are: Br[C:2]1[CH:7]=[CH:6][C:5]([P:8]([CH3:11])([CH3:10])=[O:9])=[CH:4][CH:3]=1.[CH3:12][C:13]1([CH3:29])[C:17]([CH3:19])([CH3:18])[O:16][B:15]([B:15]2[O:16][C:17]([CH3:19])([CH3:18])[C:13]([CH3:29])([CH3:12])[O:14]2)[O:14]1.C([O-])(=O)C.[K+].